Task: Predict the reactants needed to synthesize the given product.. Dataset: Full USPTO retrosynthesis dataset with 1.9M reactions from patents (1976-2016) (1) Given the product [OH:20][C:21]1[CH:26]=[C:25]([C:7]2[CH:8]=[C:9]3[C:14](=[CH:15][CH:16]=2)[C:13](=[O:17])[CH2:12][CH2:11][CH2:10]3)[CH:24]=[CH:23][CH:22]=1, predict the reactants needed to synthesize it. The reactants are: FC(F)(F)S(O[C:7]1[CH:16]=[CH:15][C:14]2[C:13](=[O:17])[CH2:12][CH2:11][CH2:10][C:9]=2[CH:8]=1)(=O)=O.[OH:20][C:21]1[CH:22]=[C:23](OB(O)O)[CH:24]=[CH:25][CH:26]=1. (2) Given the product [CH2:2]([O:4][C:5]([C:7]1[N:8]=[C:9]([NH:12][C:29]([NH:28][CH2:21][C:22]2[CH:27]=[CH:26][CH:25]=[CH:24][CH:23]=2)=[O:30])[S:10][CH:11]=1)=[O:6])[CH3:3], predict the reactants needed to synthesize it. The reactants are: Br.[CH2:2]([O:4][C:5]([C:7]1[N:8]=[C:9]([NH2:12])[S:10][CH:11]=1)=[O:6])[CH3:3].C(N1CCOCC1)C.[CH2:21]([N:28]=[C:29]=[O:30])[C:22]1[CH:27]=[CH:26][CH:25]=[CH:24][CH:23]=1. (3) Given the product [CH3:10][CH:7]1[O:6][C:5]2[CH:11]=[CH:12][C:2]([B:13]3[O:17][C:16]([CH3:19])([CH3:18])[C:15]([CH3:21])([CH3:20])[O:14]3)=[CH:3][C:4]=2[NH:9][CH2:8]1, predict the reactants needed to synthesize it. The reactants are: Br[C:2]1[CH:12]=[CH:11][C:5]2[O:6][CH:7]([CH3:10])[CH2:8][NH:9][C:4]=2[CH:3]=1.[B:13]1([B:13]2[O:17][C:16]([CH3:19])([CH3:18])[C:15]([CH3:21])([CH3:20])[O:14]2)[O:17][C:16]([CH3:19])([CH3:18])[C:15]([CH3:21])([CH3:20])[O:14]1.CC([O-])=O.[K+].C(Cl)Cl. (4) Given the product [C:18]1([C:21]2[CH:26]=[CH:25][CH:24]=[CH:23][CH:22]=2)[CH:19]=[CH:20][C:15]([CH2:14][C@@H:13]([NH:27][C:28]([N:30]2[CH:34]=[CH:33][C:32]([C:35]([OH:37])=[O:36])=[N:31]2)=[O:29])[CH2:12][C@H:11]([C:9]([OH:10])=[O:8])[CH3:38])=[CH:16][CH:17]=1, predict the reactants needed to synthesize it. The reactants are: C([O:8][C:9]([C@H:11]([CH3:38])[CH2:12][C@H:13]([NH:27][C:28]([N:30]1[CH:34]=[CH:33][C:32]([C:35]([OH:37])=[O:36])=[N:31]1)=[O:29])[CH2:14][C:15]1[CH:20]=[CH:19][C:18]([C:21]2[CH:26]=[CH:25][CH:24]=[CH:23][CH:22]=2)=[CH:17][CH:16]=1)=[O:10])C1C=CC=CC=1.